Dataset: Merck oncology drug combination screen with 23,052 pairs across 39 cell lines. Task: Regression. Given two drug SMILES strings and cell line genomic features, predict the synergy score measuring deviation from expected non-interaction effect. (1) Drug 1: N.N.O=C(O)C1(C(=O)O)CCC1.[Pt]. Drug 2: C#Cc1cccc(Nc2ncnc3cc(OCCOC)c(OCCOC)cc23)c1. Cell line: SKMEL30. Synergy scores: synergy=-2.10. (2) Drug 1: C=CCn1c(=O)c2cnc(Nc3ccc(N4CCN(C)CC4)cc3)nc2n1-c1cccc(C(C)(C)O)n1. Drug 2: CCc1c2c(nc3ccc(O)cc13)-c1cc3c(c(=O)n1C2)COC(=O)C3(O)CC. Cell line: COLO320DM. Synergy scores: synergy=3.05. (3) Drug 1: CN1C(=O)C=CC2(C)C3CCC4(C)C(NC(=O)OCC(F)(F)F)CCC4C3CCC12. Drug 2: Cn1cc(-c2cnn3c(N)c(Br)c(C4CCCNC4)nc23)cn1. Cell line: SW837. Synergy scores: synergy=-16.9. (4) Drug 1: C=CCn1c(=O)c2cnc(Nc3ccc(N4CCN(C)CC4)cc3)nc2n1-c1cccc(C(C)(C)O)n1. Drug 2: CC1(c2nc3c(C(N)=O)cccc3[nH]2)CCCN1. Cell line: COLO320DM. Synergy scores: synergy=2.28.